This data is from Forward reaction prediction with 1.9M reactions from USPTO patents (1976-2016). The task is: Predict the product of the given reaction. (1) Given the reactants C([Sn](CCCC)(CCCC)[C:6]1[O:14][C:9]2=[CH:10][N:11]=[CH:12][CH:13]=[C:8]2[CH:7]=1)CCC.Br[C:24]1[N:28]2[N:29]=[C:30]([Cl:33])[CH:31]=[CH:32][C:27]2=[N:26][CH:25]=1.C1(P(C2C=CC=CC=2)C2C=CC=CC=2)C=CC=CC=1, predict the reaction product. The product is: [Cl:33][C:30]1[CH:31]=[CH:32][C:27]2[N:28]([C:24]([C:6]3[O:14][C:9]4=[CH:10][N:11]=[CH:12][CH:13]=[C:8]4[CH:7]=3)=[CH:25][N:26]=2)[N:29]=1. (2) Given the reactants [Na].Cl.[CH:3]([NH2:5])=[NH:4].[CH2:6]([N:13]1[CH2:19][CH2:18][C:17](Cl)=[C:16]([C:21]([C:23]2[CH:28]=[CH:27][CH:26]=[CH:25][CH:24]=2)=O)[CH2:15][CH2:14]1)[C:7]1[CH:12]=[CH:11][CH:10]=[CH:9][CH:8]=1, predict the reaction product. The product is: [CH2:6]([N:13]1[CH2:14][CH2:15][C:16]2[C:21]([C:23]3[CH:28]=[CH:27][CH:26]=[CH:25][CH:24]=3)=[N:4][CH:3]=[N:5][C:17]=2[CH2:18][CH2:19]1)[C:7]1[CH:8]=[CH:9][CH:10]=[CH:11][CH:12]=1. (3) Given the reactants [Cl:1][C:2]1[CH:7]=[CH:6][C:5]([N:8]2[C:16]([C:17]3[CH:22]=[CH:21][C:20]([Cl:23])=[CH:19][C:18]=3[Cl:24])=[N:15][C:14]3[C:9]2=[N:10][CH:11]=[N:12][C:13]=3[CH2:25]N)=[CH:4][CH:3]=1.[C:27]([BH3-])#[N:28].[Na+], predict the reaction product. The product is: [Cl:1][C:2]1[CH:3]=[CH:4][C:5]([N:8]2[C:16]([C:17]3[CH:22]=[CH:21][C:20]([Cl:23])=[CH:19][C:18]=3[Cl:24])=[N:15][C:14]3[C:9]2=[N:10][CH:11]=[N:12][C:13]=3[CH2:25][NH:28][CH:27]2[CH2:6][CH2:7][CH2:2][CH2:3][CH2:4]2)=[CH:6][CH:7]=1. (4) Given the reactants [OH-].[Na+].C([NH:11][C:12]1[CH:20]=[CH:19][C:18]([C:21]([C:23]2[N:27]3[CH:28]=[CH:29][CH:30]=[CH:31][C:26]3=[C:25]([C:32]3[CH:37]=[CH:36][C:35]([O:38][CH3:39])=[CH:34][CH:33]=3)[N:24]=2)=[O:22])=[CH:17][C:13]=1[C:14]([OH:16])=[O:15])(=O)C1C=CC=CC=1.S([O-])(O)(=O)=O.[K+], predict the reaction product. The product is: [NH2:11][C:12]1[CH:20]=[CH:19][C:18]([C:21]([C:23]2[N:27]3[CH:28]=[CH:29][CH:30]=[CH:31][C:26]3=[C:25]([C:32]3[CH:33]=[CH:34][C:35]([O:38][CH3:39])=[CH:36][CH:37]=3)[N:24]=2)=[O:22])=[CH:17][C:13]=1[C:14]([OH:16])=[O:15]. (5) Given the reactants [CH3:1][N:2]([CH3:22])[CH2:3][CH2:4][O:5][CH:6]1[CH2:11][CH2:10][N:9](C(OCC2C=CC=CC=2)=O)[CH2:8][CH2:7]1, predict the reaction product. The product is: [CH3:1][N:2]([CH3:22])[CH2:3][CH2:4][O:5][CH:6]1[CH2:11][CH2:10][NH:9][CH2:8][CH2:7]1. (6) Given the reactants [OH:1][C:2]1[N:6]([C:7]2[CH:12]=[CH:11][CH:10]=[CH:9][N:8]=2)[N:5]=[C:4]([C:13]([OH:15])=O)[CH:3]=1.CN(C(ON1N=NC2C=CC(=CC1=2)Cl)=[N+](C)C)C.F[P-](F)(F)(F)(F)F.CN(C=O)C.CCN(C(C)C)C(C)C.[CH3:55][C:56]1[O:60][C:59](=[O:61])[O:58][C:57]=1[CH2:62][O:63][C:64](=[O:84])[C@H:65]([OH:83])[CH2:66][C@H:67]([NH2:82])[CH2:68][C:69]1[CH:74]=[CH:73][C:72]([C:75]2[CH:80]=[CH:79][CH:78]=[C:77]([Cl:81])[CH:76]=2)=[CH:71][CH:70]=1, predict the reaction product. The product is: [CH3:55][C:56]1[O:60][C:59](=[O:61])[O:58][C:57]=1[CH2:62][O:63][C:64](=[O:84])[C@H:65]([OH:83])[CH2:66][C@H:67]([NH:82][C:13]([C:4]1[CH:3]=[C:2]([OH:1])[N:6]([C:7]2[CH:12]=[CH:11][CH:10]=[CH:9][N:8]=2)[N:5]=1)=[O:15])[CH2:68][C:69]1[CH:74]=[CH:73][C:72]([C:75]2[CH:80]=[CH:79][CH:78]=[C:77]([Cl:81])[CH:76]=2)=[CH:71][CH:70]=1. (7) Given the reactants [CH:1]1([O:4][C:5]2[N:10]=[CH:9][C:8]([OH:11])=[CH:7][CH:6]=2)[CH2:3][CH2:2]1.O[C@H:13]1[CH2:17][CH2:16][NH:15][C:14]1=[O:18], predict the reaction product. The product is: [CH2:2]1[CH2:3][CH:1]1[O:4][C:5]1[N:10]=[CH:9][C:8]([O:11][C@@H:13]2[CH2:17][CH2:16][NH:15][C:14]2=[O:18])=[CH:7][CH:6]=1.